From a dataset of Full USPTO retrosynthesis dataset with 1.9M reactions from patents (1976-2016). Predict the reactants needed to synthesize the given product. (1) The reactants are: [CH3:1][O:2][C:3]1[CH2:7][CH:6]([CH2:8][CH2:9][N+:10]([O-])=O)[C:5](=[O:13])[C:4]=1[C:14]1[C:19]([CH3:20])=[CH:18][C:17]([CH3:21])=[CH:16][C:15]=1[CH3:22].C([O-])=O.[NH4+]. Given the product [NH2:10][CH2:9][CH2:8][CH:6]1[C:5](=[O:13])[C:4]([C:14]2[C:19]([CH3:20])=[CH:18][C:17]([CH3:21])=[CH:16][C:15]=2[CH3:22])=[C:3]([O:2][CH3:1])[CH2:7]1, predict the reactants needed to synthesize it. (2) Given the product [C:1]([N:5]1[C:10](=[O:11])[C:9]([CH2:12][O:13][S:38]([C:35]2[CH:36]=[CH:37][C:32]([CH3:42])=[CH:33][CH:34]=2)(=[O:40])=[O:39])=[C:8]([S:14][CH2:15][C:16]2[CH:17]=[CH:18][C:19]([C:22]([CH3:25])([CH3:24])[CH3:23])=[CH:20][CH:21]=2)[CH:7]=[N:6]1)([CH3:4])([CH3:3])[CH3:2], predict the reactants needed to synthesize it. The reactants are: [C:1]([N:5]1[C:10](=[O:11])[C:9]([CH2:12][OH:13])=[C:8]([S:14][CH2:15][C:16]2[CH:21]=[CH:20][C:19]([C:22]([CH3:25])([CH3:24])[CH3:23])=[CH:18][CH:17]=2)[CH:7]=[N:6]1)([CH3:4])([CH3:3])[CH3:2].N1C=CC=CC=1.[C:32]1([CH3:42])[CH:37]=[CH:36][C:35]([S:38](Cl)(=[O:40])=[O:39])=[CH:34][CH:33]=1. (3) Given the product [CH2:1]([O:3][C:4]([N:6]1[CH2:7][CH2:8][N:9]([C:12](=[O:42])[C@@H:13]([NH:23][C:24]([C:26]2[CH:35]=[C:34]([O:36][CH2:37][C:38]([N:67]3[CH2:68][CH2:69][CH2:70][C@H:66]3[C:64](=[O:65])[NH:63][CH:60]3[CH2:61][CH2:62]3)=[O:39])[C:33]3[C:28](=[CH:29][C:30]([CH3:41])=[CH:31][CH:32]=3)[N:27]=2)=[O:25])[CH2:14][CH2:15][C:16]([O:18][C:19]([CH3:20])([CH3:22])[CH3:21])=[O:17])[CH2:10][CH2:11]1)=[O:5])[CH3:2], predict the reactants needed to synthesize it. The reactants are: [CH2:1]([O:3][C:4]([N:6]1[CH2:11][CH2:10][N:9]([C:12](=[O:42])[C@@H:13]([NH:23][C:24]([C:26]2[CH:35]=[C:34]([O:36][CH2:37][C:38](O)=[O:39])[C:33]3[C:28](=[CH:29][C:30]([CH3:41])=[CH:31][CH:32]=3)[N:27]=2)=[O:25])[CH2:14][CH2:15][C:16]([O:18][C:19]([CH3:22])([CH3:21])[CH3:20])=[O:17])[CH2:8][CH2:7]1)=[O:5])[CH3:2].C(Cl)CCl.FC1C(O)=C(F)C(F)=C(F)C=1F.Cl.[CH:60]1([NH:63][C:64]([C@@H:66]2[CH2:70][CH2:69][CH2:68][NH:67]2)=[O:65])[CH2:62][CH2:61]1.